This data is from Forward reaction prediction with 1.9M reactions from USPTO patents (1976-2016). The task is: Predict the product of the given reaction. (1) Given the reactants [C:1]1([CH:7]2[CH2:12][CH2:11][NH:10][CH2:9][CH2:8]2)[CH:6]=[CH:5][CH:4]=[CH:3][CH:2]=1.S(=O)(=O)(O)O.[N+:18]([O-])([OH:20])=[O:19].C(=O)([O-])O.[Na+].[OH-].[Na+], predict the reaction product. The product is: [N+:18]([C:4]1[CH:5]=[CH:6][C:1]([CH:7]2[CH2:8][CH2:9][NH:10][CH2:11][CH2:12]2)=[CH:2][CH:3]=1)([O-:20])=[O:19]. (2) Given the reactants [C:1]([C:5]1[CH:9]=[C:8]([NH:10][C:11]([NH:13][C@@H:14]2[C:23]3[C:18](=[CH:19][CH:20]=[CH:21][CH:22]=3)[C@H:17]([O:24][C:25]3[CH:26]=[CH:27][C:28]4[N:29]([C:31]([N:34]5[CH2:39][CH2:38][CH2:37][CH2:36][C@@H:35]5[CH3:40])=[N:32][N:33]=4)[CH:30]=3)[CH2:16][CH2:15]2)=[O:12])[N:7]([C:41]2[CH:42]=[C:43]([CH:50]=[CH:51][CH:52]=2)[CH2:44][O:45]S(C)(=O)=O)[N:6]=1)([CH3:4])([CH3:3])[CH3:2].CCN(C(C)C)C(C)C.Cl.[F:63][CH:64]1[CH2:69][CH2:68][NH:67][CH2:66][CH2:65]1.C1C[O:73]CC1, predict the reaction product. The product is: [CH:44]([OH:45])=[O:73].[C:1]([C:5]1[CH:9]=[C:8]([NH:10][C:11]([NH:13][C@@H:14]2[C:23]3[C:18](=[CH:19][CH:20]=[CH:21][CH:22]=3)[C@H:17]([O:24][C:25]3[CH:26]=[CH:27][C:28]4[N:29]([C:31]([N:34]5[CH2:39][CH2:38][CH2:37][CH2:36][C@@H:35]5[CH3:40])=[N:32][N:33]=4)[CH:30]=3)[CH2:16][CH2:15]2)=[O:12])[N:7]([C:41]2[CH:52]=[CH:51][CH:50]=[C:43]([CH2:44][N:67]3[CH2:68][CH2:69][CH:64]([F:63])[CH2:65][CH2:66]3)[CH:42]=2)[N:6]=1)([CH3:4])([CH3:3])[CH3:2].